Dataset: NCI-60 drug combinations with 297,098 pairs across 59 cell lines. Task: Regression. Given two drug SMILES strings and cell line genomic features, predict the synergy score measuring deviation from expected non-interaction effect. Drug 1: CC1C(C(CC(O1)OC2CC(CC3=C2C(=C4C(=C3O)C(=O)C5=C(C4=O)C(=CC=C5)OC)O)(C(=O)C)O)N)O.Cl. Drug 2: CCCCC(=O)OCC(=O)C1(CC(C2=C(C1)C(=C3C(=C2O)C(=O)C4=C(C3=O)C=CC=C4OC)O)OC5CC(C(C(O5)C)O)NC(=O)C(F)(F)F)O. Cell line: A498. Synergy scores: CSS=16.4, Synergy_ZIP=-4.67, Synergy_Bliss=-1.65, Synergy_Loewe=-1.88, Synergy_HSA=-1.80.